From a dataset of Forward reaction prediction with 1.9M reactions from USPTO patents (1976-2016). Predict the product of the given reaction. (1) Given the reactants C(OC([N:8]1[CH2:12][CH2:11][CH:10]([C:13]2[NH:14][C:15](=[O:23])[C:16]3[C:21]([CH:22]=2)=[CH:20][CH:19]=[CH:18][CH:17]=3)[CH2:9]1)=O)(C)(C)C.[ClH:24].O1CCOCC1, predict the reaction product. The product is: [ClH:24].[NH:8]1[CH2:12][CH2:11][CH:10]([C:13]2[NH:14][C:15](=[O:23])[C:16]3[C:21]([CH:22]=2)=[CH:20][CH:19]=[CH:18][CH:17]=3)[CH2:9]1. (2) Given the reactants [CH2:1]([N:8]1[CH2:13][CH2:12][CH:11]([NH2:14])[CH2:10][CH2:9]1)[C:2]1[CH:7]=[CH:6][CH:5]=[CH:4][CH:3]=1.[CH:15]([S:17]([CH:20]=[CH2:21])(=[O:19])=[O:18])=[CH2:16], predict the reaction product. The product is: [CH2:1]([N:8]1[CH2:13][CH2:12][CH:11]([N:14]2[CH2:21][CH2:20][S:17](=[O:19])(=[O:18])[CH2:15][CH2:16]2)[CH2:10][CH2:9]1)[C:2]1[CH:3]=[CH:4][CH:5]=[CH:6][CH:7]=1.